This data is from HIV replication inhibition screening data with 41,000+ compounds from the AIDS Antiviral Screen. The task is: Binary Classification. Given a drug SMILES string, predict its activity (active/inactive) in a high-throughput screening assay against a specified biological target. (1) The molecule is Cl.O=c1nc(C=Cc2ccccc2Cl)cc2n1CCN2CCO. The result is 0 (inactive). (2) The drug is COC(=O)C=Cc1cc(OC)c2c(c1)C(C(=O)OC)C(c1ccc(O)c(OC)c1)O2. The result is 0 (inactive).